From a dataset of Reaction yield outcomes from USPTO patents with 853,638 reactions. Predict the reaction yield, written as a fraction of the theoretical maximum amount of product (1.0 means a 100% yield; for example, 0.34 means a 34% yield). (1) The reactants are Cl[C:2]1[N:3]=[C:4]([O:29][CH:30]2[CH2:32][CH2:31]2)[C:5]2[C:10]([C:11]3[CH:20]=[CH:19][C:14]4[N:15]=[C:16]([CH3:18])[O:17][C:13]=4[CH:12]=3)=[CH:9][N:8]([CH2:21][O:22][CH2:23][CH2:24][Si:25]([CH3:28])([CH3:27])[CH3:26])[C:6]=2[N:7]=1.[NH2:33][C:34]1[CH:43]=[CH:42][C:37]([C:38]([NH:40][CH3:41])=[O:39])=[CH:36][C:35]=1[O:44][CH3:45].C(=O)([O-])[O-].[K+].[K+].CC1(C)C2C=CC=C(P(C3C=CC=CC=3)C3C=CC=CC=3)C=2OC2C1=CC=CC=2P(C1C=CC=CC=1)C1C=CC=CC=1. The catalyst is O1CCOCC1.C1C=CC(/C=C/C(/C=C/C2C=CC=CC=2)=O)=CC=1.C1C=CC(/C=C/C(/C=C/C2C=CC=CC=2)=O)=CC=1.C1C=CC(/C=C/C(/C=C/C2C=CC=CC=2)=O)=CC=1.[Pd].[Pd]. The product is [CH:30]1([O:29][C:4]2[C:5]3[C:10]([C:11]4[CH:20]=[CH:19][C:14]5[N:15]=[C:16]([CH3:18])[O:17][C:13]=5[CH:12]=4)=[CH:9][N:8]([CH2:21][O:22][CH2:23][CH2:24][Si:25]([CH3:28])([CH3:27])[CH3:26])[C:6]=3[N:7]=[C:2]([NH:33][C:34]3[CH:43]=[CH:42][C:37]([C:38]([NH:40][CH3:41])=[O:39])=[CH:36][C:35]=3[O:44][CH3:45])[N:3]=2)[CH2:32][CH2:31]1. The yield is 0.575. (2) The reactants are [Cl:1][C:2]1[N:3]=[N:4][C:5]([Cl:9])=[CH:6][C:7]=1Cl.[NH3:10].CO. No catalyst specified. The product is [Cl:1][C:2]1[N:3]=[N:4][C:5]([Cl:9])=[CH:6][C:7]=1[NH2:10]. The yield is 0.320. (3) The reactants are COC1C=C2C(=CC=1)C=C(C1C=CN=C(C3CCC(CN)CC3)N=1)C=C2.[F:27][C:28]([F:58])([F:57])[C:29]([NH:31][CH2:32][CH:33]1[CH2:38][CH2:37][N:36]([C:39]2[N:44]=[C:43]([C:45]3[CH:54]=[CH:53][C:52]4[C:47](=[CH:48][CH:49]=[C:50]([O:55][CH3:56])[CH:51]=4)[CH:46]=3)[CH:42]=[CH:41][N:40]=2)[CH2:35][CH2:34]1)=[O:30].C(Cl)Cl.FC(F)(F)C(OCC)=O. The catalyst is CO. The product is [F:57][C:28]([F:27])([F:58])[C:29]([NH:31][CH2:32][CH:33]1[CH2:38][CH2:37][N:36]([C:39]2[N:44]=[C:43]([C:45]3[CH:54]=[CH:53][C:52]4[C:47](=[CH:48][CH:49]=[C:50]([O:55][CH3:56])[CH:51]=4)[CH:46]=3)[CH:42]=[CH:41][N:40]=2)[CH2:35][CH2:34]1)=[O:30]. The yield is 0.870. (4) The catalyst is O1CCOCC1.[Pd]. The reactants are [F:1][C:2]1[C:11]([F:12])=[C:10]2[C:5]([C:6]3[CH:17]=[CH:16][C:15]([N+:18]([O-])=O)=[CH:14][C:7]=3[C:8](=[O:13])[O:9]2)=[CH:4][CH:3]=1. The yield is 0.730. The product is [NH2:18][C:15]1[CH:16]=[CH:17][C:6]2[C:5]3[C:10](=[C:11]([F:12])[C:2]([F:1])=[CH:3][CH:4]=3)[O:9][C:8](=[O:13])[C:7]=2[CH:14]=1. (5) The reactants are [CH3:1][C:2]1[CH:3]=[CH:4][CH:5]=[C:6]2[C:11]=1[N:10]=[C:9]([CH:12]=O)[CH:8]=[CH:7]2.[F:14][C:15]1[CH:20]=[CH:19][C:18]([N:21]2[CH2:26][CH2:25][NH:24][CH2:23][CH2:22]2)=[C:17]([O:27][CH3:28])[CH:16]=1. No catalyst specified. The product is [F:14][C:15]1[CH:20]=[CH:19][C:18]([N:21]2[CH2:22][CH2:23][N:24]([CH2:12][C:9]3[CH:8]=[CH:7][C:6]4[C:11](=[C:2]([CH3:1])[CH:3]=[CH:4][CH:5]=4)[N:10]=3)[CH2:25][CH2:26]2)=[C:17]([O:27][CH3:28])[CH:16]=1. The yield is 0.620. (6) No catalyst specified. The reactants are [CH3:1][O:2][C:3]([CH3:8])([CH3:7])[CH2:4][CH2:5][OH:6].[CH2:9](Cl)[C:10](=[CH2:12])[CH3:11]. The yield is 0.793. The product is [CH3:1][O:2][C:3]([CH3:8])([CH3:7])[CH2:4][CH2:5][O:6][CH2:11][C:10]([CH3:12])=[CH2:9]. (7) The reactants are [N:1]1[C:14]2[C:5](=[CH:6][CH:7]=[C:8]3[C:13]=2[N:12]=[CH:11][CH:10]=[CH:9]3)[CH:4]=[CH:3][CH:2]=1.[CH3:15][I:16]. The catalyst is [N+](C1C=CC=CC=1)([O-])=O. The product is [I-:16].[CH3:15][N+:1]1[C:14]2[C:5](=[CH:6][CH:7]=[C:8]3[C:13]=2[N:12]=[CH:11][CH:10]=[CH:9]3)[CH:4]=[CH:3][CH:2]=1. The yield is 0.880.